Predict the reaction yield, written as a fraction of the theoretical maximum amount of product (1.0 means a 100% yield; for example, 0.34 means a 34% yield). From a dataset of Reaction yield outcomes from USPTO patents with 853,638 reactions. (1) The reactants are [C:1]([O:5][C:6]([NH:8][C@@H:9]([CH2:31][C@H:32]1[O:61][C@H:60]([CH2:62][O:63][CH2:64][C:65]2[CH:70]=[CH:69][CH:68]=[CH:67][CH:66]=2)[C@H:51]([O:52][CH2:53][C:54]2[CH:59]=[CH:58][CH:57]=[CH:56][CH:55]=2)[C@H:42]([O:43][CH2:44][C:45]2[CH:50]=[CH:49][CH:48]=[CH:47][CH:46]=2)[C@H:33]1[O:34][CH2:35][C:36]1[CH:41]=[CH:40][CH:39]=[CH:38][CH:37]=1)[C@H:10](O[Si](C(C)(C)C)(C1C=CC=CC=1)C1C=CC=CC=1)[CH:11]=[CH2:12])=[O:7])([CH3:4])([CH3:3])[CH3:2].[OH2:71].O.O.[F-].C([N+](CCCC)(CCCC)CCCC)CCC. The catalyst is C1COCC1.C([O-])(O)=O.[Na+]. The product is [C:1]([O:5][C:6]([NH:8][C@@:9]([OH:71])([CH2:31][C@H:32]1[O:61][C@H:60]([CH2:62][O:63][CH2:64][C:65]2[CH:70]=[CH:69][CH:68]=[CH:67][CH:66]=2)[C@H:51]([O:52][CH2:53][C:54]2[CH:59]=[CH:58][CH:57]=[CH:56][CH:55]=2)[C@H:42]([O:43][CH2:44][C:45]2[CH:50]=[CH:49][CH:48]=[CH:47][CH:46]=2)[C@H:33]1[O:34][CH2:35][C:36]1[CH:37]=[CH:38][CH:39]=[CH:40][CH:41]=1)[CH2:10][CH:11]=[CH2:12])=[O:7])([CH3:4])([CH3:3])[CH3:2]. The yield is 0.850. (2) The reactants are [CH:1]([C:4]1[CH:9]=[CH:8][C:7]([C:10]2[NH:14][C:13]([C:15]3[CH:16]=[C:17]([CH:22]=[CH:23][CH:24]=3)[C:18]([O:20]C)=[O:19])=[CH:12][N:11]=2)=[CH:6][CH:5]=1)([CH3:3])[CH3:2].O[Li].O.C(O)(=O)C. The catalyst is CO. The product is [CH:1]([C:4]1[CH:5]=[CH:6][C:7]([C:10]2[NH:14][C:13]([C:15]3[CH:16]=[C:17]([CH:22]=[CH:23][CH:24]=3)[C:18]([OH:20])=[O:19])=[CH:12][N:11]=2)=[CH:8][CH:9]=1)([CH3:3])[CH3:2]. The yield is 0.760.